Dataset: Catalyst prediction with 721,799 reactions and 888 catalyst types from USPTO. Task: Predict which catalyst facilitates the given reaction. (1) Reactant: C([O:4][C@@H:5]1[C@@H:10]([O:11]C(=O)C)[C@H:9]([O:15][C@@H]2O[C@H](COC(=O)C)[C@H](OC(=O)C)[C@H](OC(=O)C)[C@H]2OC(=O)C)[C@@H:8]([CH2:39][O:40]C(=O)C)[O:7][C@H:6]1[O:44][CH2:45][CH2:46][O:47][CH2:48][CH2:49][O:50][CH2:51][CH2:52][O:53][CH2:54][C:55]#[CH:56])(=O)C.[CH3:57][O-:58].[Na+]. Product: [C@@H:6]1([C@@:6]2([O:44][CH2:45][CH2:46][O:47][CH2:48][CH2:49][O:50][CH2:51][CH2:52][O:53][CH2:54][C:55]#[CH:56])[O:7][C@H:8]([CH2:39][OH:40])[C@@H:9]([OH:15])[C@H:10]([OH:11])[C@H:5]2[OH:4])[O:7][C@H:8]([CH2:39][OH:40])[C@H:9]([OH:15])[C@H:10]([OH:11])[C@H:57]1[OH:58]. The catalyst class is: 5. (2) Reactant: CC(OC(/N=N/C(OC(C)C)=O)=O)C.C(OC([NH:22][CH:23]1[C:37](=[O:38])[N:36]2[CH2:39][C@@H:40]([OH:42])[CH2:41][C@H:35]2[C:34](=[O:43])[NH:33][C@:32]2([C:45]([O:47][CH3:48])=[O:46])[CH2:44][C@H:31]2[CH:30]=[CH:29][CH2:28][CH2:27][CH2:26][CH2:25][CH2:24]1)=O)(C)(C)C.[CH3:49][C:50]1[C:54]2[N:55]=[C:56]([C:60]3[CH:65]=[CH:64][CH:63]=[CH:62][N:61]=3)[N:57]=[C:58](O)[C:53]=2[S:52][CH:51]=1.C1(P(C2C=CC=CC=2)C2C=CC=CC=2)C=CC=CC=1. Product: [NH2:22][C@@H:23]1[C:37](=[O:38])[N:36]2[CH2:39][C@H:40]([O:42][C:58]3[C:53]4[S:52][CH:51]=[C:50]([CH3:49])[C:54]=4[N:55]=[C:56]([C:60]4[CH:65]=[CH:64][CH:63]=[CH:62][N:61]=4)[N:57]=3)[CH2:41][C@H:35]2[C:34](=[O:43])[NH:33][C@:32]2([C:45]([O:47][CH3:48])=[O:46])[CH2:44][C@H:31]2[CH:30]=[CH:29][CH2:28][CH2:27][CH2:26][CH2:25][CH2:24]1. The catalyst class is: 1. (3) Product: [CH3:21][O:22][C:23](=[O:36])[CH2:24][C:25]1[CH:30]=[C:29]([S:31]([N:7]2[CH:6]([CH3:8])[CH2:5][N:4]([CH2:9][C:10]3[CH:15]=[CH:14][C:13]([O:16][C:17]([F:19])([F:20])[F:18])=[CH:12][CH:11]=3)[CH2:3][CH:2]2[CH3:1])(=[O:32])=[O:33])[CH:28]=[CH:27][C:26]=1[CH3:35]. The catalyst class is: 10. Reactant: [CH3:1][CH:2]1[NH:7][CH:6]([CH3:8])[CH2:5][N:4]([CH2:9][C:10]2[CH:15]=[CH:14][C:13]([O:16][C:17]([F:20])([F:19])[F:18])=[CH:12][CH:11]=2)[CH2:3]1.[CH3:21][O:22][C:23](=[O:36])[CH2:24][C:25]1[CH:30]=[C:29]([S:31](Cl)(=[O:33])=[O:32])[CH:28]=[CH:27][C:26]=1[CH3:35].C([O-])([O-])=O.[K+].[K+].